Dataset: Full USPTO retrosynthesis dataset with 1.9M reactions from patents (1976-2016). Task: Predict the reactants needed to synthesize the given product. (1) Given the product [C:23]([O:22][C:20](=[O:21])[C@@H:19]([NH:27][C:28]([O:30][C:31]([CH3:34])([CH3:33])[CH3:32])=[O:29])[CH2:18][CH2:17][C:16]([C:45]([O:47][C:48]([CH3:49])([CH3:50])[CH3:51])=[O:46])([CH2:15][C:12]1[CH:11]=[CH:10][C:9]([OH:8])=[CH:14][N:13]=1)[C:35]([OH:37])=[O:36])([CH3:24])([CH3:25])[CH3:26], predict the reactants needed to synthesize it. The reactants are: C([O:8][C:9]1[CH:10]=[CH:11][C:12]([CH2:15][C:16]([C:45]([O:47][C:48]([CH3:51])([CH3:50])[CH3:49])=[O:46])([C:35]([O:37]CC2C=CC=CC=2)=[O:36])[CH2:17][CH2:18][C@H:19]([NH:27][C:28]([O:30][C:31]([CH3:34])([CH3:33])[CH3:32])=[O:29])[C:20]([O:22][C:23]([CH3:26])([CH3:25])[CH3:24])=[O:21])=[N:13][CH:14]=1)C1C=CC=CC=1. (2) Given the product [N:16]1([CH2:15][C:6]2[C:5]3[C:4]([C:13]4[C:12](=[O:14])[CH2:48][CH:10]=[CH:9][C:8]=4[CH:7]=2)=[CH:3][C:2]([C:34]2[CH:35]=[CH:36][C:37]([CH2:38][N:39]4[CH2:40][CH2:41][O:42][CH2:43][CH2:44]4)=[CH:45][CH:46]=2)=[CH:23][CH:22]=3)[CH2:21][CH2:20][O:19][CH2:18][CH2:17]1, predict the reactants needed to synthesize it. The reactants are: Br[C:2]1[CH:23]=[CH:22][C:5]2=[C:6]([CH2:15][N:16]3[CH2:21][CH2:20][O:19][CH2:18][CH2:17]3)[CH:7]=[C:8]3[C:13]([C:12](=[O:14])N[CH:10]=[CH:9]3)=[C:4]2[CH:3]=1.[Cl-].[Li+].CC1(C)C(C)(C)OB([C:34]2[CH:46]=[CH:45][C:37]([CH2:38][N:39]3[CH2:44][CH2:43][O:42][CH2:41][CH2:40]3)=[CH:36][CH:35]=2)O1.[C:48](=O)([O-])[O-].[Na+].[Na+].N#N. (3) Given the product [S:1]1[C:5]([C:6]([Cl:16])=[O:7])=[CH:4][C:3]2[CH2:9][CH2:10][CH2:11][CH2:12][C:2]1=2, predict the reactants needed to synthesize it. The reactants are: [S:1]1[C:5]([C:6](O)=[O:7])=[CH:4][C:3]2[CH2:9][CH2:10][CH2:11][CH2:12][C:2]1=2.C(Cl)(=O)C([Cl:16])=O. (4) Given the product [CH3:38][C:37]1[CH:36]=[CH:35][C:21]([C:22]([NH:24][C:25]2[CH:30]=[CH:29][CH:28]=[C:27]([C:31]([F:32])([F:33])[F:34])[CH:26]=2)=[O:23])=[CH:20][C:19]=1[NH:18][C:2]1[N:7]=[C:6]([C:8]2[CH:9]=[N:10][CH:11]=[CH:12][CH:13]=2)[N:5]=[C:4]2[N:14]([CH3:17])[N:15]=[CH:16][C:3]=12, predict the reactants needed to synthesize it. The reactants are: Cl[C:2]1[N:7]=[C:6]([C:8]2[CH:9]=[N:10][CH:11]=[CH:12][CH:13]=2)[N:5]=[C:4]2[N:14]([CH3:17])[N:15]=[CH:16][C:3]=12.[NH2:18][C:19]1[CH:20]=[C:21]([CH:35]=[CH:36][C:37]=1[CH3:38])[C:22]([NH:24][C:25]1[CH:30]=[CH:29][CH:28]=[C:27]([C:31]([F:34])([F:33])[F:32])[CH:26]=1)=[O:23]. (5) The reactants are: C([S:8][C:9]1[CH:10]=[C:11]2[C:16](=[CH:17][CH:18]=1)[N:15]([C:19]1[C:20]([O:28][CH3:29])=[CH:21][C:22]([Br:27])=[C:23]([CH:26]=1)[C:24]#[N:25])[C:14](=[O:30])[CH:13]=[CH:12]2)C1C=CC=CC=1.ClN1C(C)(C)C(=[O:39])N(Cl)C1=O.[F:42][C:43]1[C:48]([F:49])=[C:47]([F:50])[C:46]([F:51])=[C:45]([F:52])[C:44]=1[OH:53].C(N(CC)CC)C.[OH2:61]. Given the product [Br:27][C:22]1[C:23]([C:24]#[N:25])=[CH:26][C:19]([N:15]2[C:16]3[C:11](=[CH:10][C:9]([S:8]([O:53][C:44]4[C:43]([F:42])=[C:48]([F:49])[C:47]([F:50])=[C:46]([F:51])[C:45]=4[F:52])(=[O:39])=[O:61])=[CH:18][CH:17]=3)[CH:12]=[CH:13][C:14]2=[O:30])=[C:20]([O:28][CH3:29])[CH:21]=1, predict the reactants needed to synthesize it. (6) Given the product [CH2:18]([O:20][C:21](=[O:26])/[CH:22]=[C:23](/[O:17][C:12]1[CH:13]=[CH:14][CH:15]=[CH:16][C:11]=1[O:10][CH:7]([CH3:9])[CH3:8])\[CH3:24])[CH3:19], predict the reactants needed to synthesize it. The reactants are: CC(C)([O-])C.[K+].[CH:7]([O:10][C:11]1[CH:16]=[CH:15][CH:14]=[CH:13][C:12]=1[OH:17])([CH3:9])[CH3:8].[CH2:18]([O:20][C:21](=[O:26])[CH:22]=[C:23](Cl)[CH3:24])[CH3:19]. (7) The reactants are: [OH:1][C@@:2]1([C:35]([F:38])([F:37])[F:36])[C:14]2[CH:13]=[C:12]([O:15][CH2:16][CH2:17][C:18]([OH:21])([CH3:20])[CH3:19])[CH:11]=[C:10]([C:22]3[CH:23]=[N:24][N:25]([C:27]([CH3:34])([CH3:33])[C:28]([O:30]CC)=[O:29])[CH:26]=3)[C:9]=2[C:8]2[C:3]1=[CH:4][CH:5]=[CH:6][CH:7]=2.[OH-].[Na+].Cl. Given the product [OH:1][C@@:2]1([C:35]([F:37])([F:38])[F:36])[C:14]2[CH:13]=[C:12]([O:15][CH2:16][CH2:17][C:18]([OH:21])([CH3:19])[CH3:20])[CH:11]=[C:10]([C:22]3[CH:23]=[N:24][N:25]([C:27]([CH3:33])([CH3:34])[C:28]([OH:30])=[O:29])[CH:26]=3)[C:9]=2[C:8]2[C:3]1=[CH:4][CH:5]=[CH:6][CH:7]=2, predict the reactants needed to synthesize it.